This data is from Forward reaction prediction with 1.9M reactions from USPTO patents (1976-2016). The task is: Predict the product of the given reaction. (1) The product is: [CH3:4][CH:3]([CH2:2][N:6]([S:16]([C:19]1[CH:24]=[CH:23][C:22]([NH2:25])=[CH:21][CH:20]=1)(=[O:18])=[O:17])[C@H:7]([C:13]([OH:15])=[O:14])[CH2:8][CH2:9][CH2:10][CH2:11][NH:12][C:45]([C@@H:37]([NH:36][S:33]([C:29]1[S:28][CH:32]=[CH:31][CH:30]=1)(=[O:35])=[O:34])[CH2:38][C:39]1[CH:40]=[CH:41][CH:42]=[CH:43][CH:44]=1)=[O:46])[CH3:5].[CH3:5][CH:3]([CH2:2][N:6]([S:16]([C:19]1[CH:24]=[CH:23][C:22]([N+:25]([O-:27])=[O:26])=[CH:21][CH:20]=1)(=[O:18])=[O:17])[C@H:7]([C:13]([OH:15])=[O:14])[CH2:8][CH2:9][CH2:10][CH2:11][NH:12][C:45]([C@@H:37]([NH:36][S:33]([C:29]1[S:28][CH:32]=[CH:31][CH:30]=1)(=[O:34])=[O:35])[CH2:38][C:39]1[CH:40]=[CH:41][CH:42]=[CH:43][CH:44]=1)=[O:47])[CH3:4]. Given the reactants Cl.[CH2:2]([N:6]([S:16]([C:19]1[CH:24]=[CH:23][C:22]([N+:25]([O-:27])=[O:26])=[CH:21][CH:20]=1)(=[O:18])=[O:17])[C@H:7]([C:13]([OH:15])=[O:14])[CH2:8][CH2:9][CH2:10][CH2:11][NH2:12])[CH:3]([CH3:5])[CH3:4].[S:28]1[CH:32]=[CH:31][CH:30]=[C:29]1[S:33]([NH:36][C@H:37]([C:45]([OH:47])=[O:46])[CH2:38][C:39]1[CH:44]=[CH:43][CH:42]=[CH:41][CH:40]=1)(=[O:35])=[O:34], predict the reaction product. (2) Given the reactants [O:1]1[C:5]2[CH:6]=[CH:7][CH:8]=[CH:9][C:4]=2[CH2:3][CH:2]1[C:10]1[CH:18]=[CH:17][C:13]([C:14]([OH:16])=O)=[CH:12][CH:11]=1.Cl.C(N=C=NCCCN(C)C)C.ON1C2C=CC=CC=2N=N1.C(N(CC)CC)C.[NH2:48][CH2:49][C:50]1[C:51]([OH:58])=[N:52][C:53]([CH3:57])=[CH:54][C:55]=1[CH3:56], predict the reaction product. The product is: [O:1]1[C:5]2[CH:6]=[CH:7][CH:8]=[CH:9][C:4]=2[CH2:3][CH:2]1[C:10]1[CH:11]=[CH:12][C:13]([C:14]([NH:48][CH2:49][C:50]2[C:51]([OH:58])=[N:52][C:53]([CH3:57])=[CH:54][C:55]=2[CH3:56])=[O:16])=[CH:17][CH:18]=1. (3) Given the reactants [C:1]([O:4][CH2:5][C:6]([NH:8][C:9]1[CH:14]=[CH:13][C:12]([C:15]#[N:16])=[C:11]([C:17]([F:20])([F:19])[F:18])[C:10]=1[CH3:21])=O)(=[O:3])[CH3:2].C1(P(C2C=CC=CC=2)C2C=CC=CC=2)C=CC=CC=1.CC(OC(/N=N/C(OC(C)C)=O)=O)C.C[Si]([N:59]=[N+:60]=[N-:61])(C)C, predict the reaction product. The product is: [C:1]([O:4][CH2:5][C:6]1[N:8]([C:9]2[CH:14]=[CH:13][C:12]([C:15]#[N:16])=[C:11]([C:17]([F:20])([F:19])[F:18])[C:10]=2[CH3:21])[N:61]=[N:60][N:59]=1)(=[O:3])[CH3:2]. (4) Given the reactants [CH:1]1([CH2:4][O:5][C:6]2[CH:7]=[C:8]([CH2:15][C:16]([O:18][CH2:19][CH3:20])=[O:17])[CH:9]=[CH:10][C:11]=2[N+:12]([O-:14])=[O:13])[CH2:3][CH2:2]1.[H-].[Na+].[CH2:23](Br)[CH:24]([CH3:26])[CH3:25].[NH4+].[Cl-], predict the reaction product. The product is: [CH:1]1([CH2:4][O:5][C:6]2[CH:7]=[C:8]([CH:15]([CH2:23][CH:24]([CH3:26])[CH3:25])[C:16]([O:18][CH2:19][CH3:20])=[O:17])[CH:9]=[CH:10][C:11]=2[N+:12]([O-:14])=[O:13])[CH2:2][CH2:3]1. (5) Given the reactants [NH2:1][C:2]([CH3:49])([CH3:48])[CH2:3][CH2:4][CH2:5][O:6][C:7]1[CH:8]=[C:9]2[C:13](=[CH:14][CH:15]=1)[N:12]([CH3:16])[N:11]=[C:10]2[C:17]1[N:22]=[C:21]2[C:23]([C:45](O)=[O:46])=[CH:24][N:25]([C:26]([C:39]3[CH:44]=[CH:43][CH:42]=[CH:41][CH:40]=3)([C:33]3[CH:38]=[CH:37][CH:36]=[CH:35][CH:34]=3)[C:27]3[CH:32]=[CH:31][CH:30]=[CH:29][CH:28]=3)[C:20]2=[N:19][CH:18]=1.[C:50]([NH2:54])([CH3:53])([CH3:52])[CH3:51].CN(C(ON1N=NC2C=CC=NC1=2)=[N+](C)C)C.F[P-](F)(F)(F)(F)F, predict the reaction product. The product is: [NH2:1][C:2]([CH3:49])([CH3:48])[CH2:3][CH2:4][CH2:5][O:6][C:7]1[CH:8]=[C:9]2[C:13](=[CH:14][CH:15]=1)[N:12]([CH3:16])[N:11]=[C:10]2[C:17]1[N:22]=[C:21]2[C:23]([C:45]([NH:54][C:50]([CH3:53])([CH3:52])[CH3:51])=[O:46])=[CH:24][N:25]([C:26]([C:39]3[CH:44]=[CH:43][CH:42]=[CH:41][CH:40]=3)([C:33]3[CH:38]=[CH:37][CH:36]=[CH:35][CH:34]=3)[C:27]3[CH:32]=[CH:31][CH:30]=[CH:29][CH:28]=3)[C:20]2=[N:19][CH:18]=1. (6) Given the reactants O[CH:2]([C:7]1[C:15]2[C:14](=[O:16])[N:13]([CH2:17][CH2:18][CH2:19]OC3CCCCO3)[C:12](=[O:27])[N:11]([CH3:28])[C:10]=2[S:9][C:8]=1[C:29]1[CH:34]=[CH:33][CH:32]=[C:31]([O:35][C:36]([F:39])([F:38])[F:37])[CH:30]=1)[CH2:3][CH:4]([CH3:6])[CH3:5].C([SiH](CC)CC)C.[C:47]([OH:53])([C:49]([F:52])([F:51])[F:50])=[O:48], predict the reaction product. The product is: [F:50][C:49]([F:52])([F:51])[C:47]([O:53][CH2:19][CH2:18][CH2:17][N:13]1[C:14](=[O:16])[C:15]2[C:7]([CH2:2][CH2:3][CH:4]([CH3:5])[CH3:6])=[C:8]([C:29]3[CH:34]=[CH:33][CH:32]=[C:31]([O:35][C:36]([F:38])([F:39])[F:37])[CH:30]=3)[S:9][C:10]=2[N:11]([CH3:28])[C:12]1=[O:27])=[O:48]. (7) Given the reactants [Cl:1][C:2]1[CH:7]=[CH:6][C:5](I)=[CH:4][CH:3]=1.[CH3:9][O:10][C:11](=[O:36])[C:12]1[CH:17]=[CH:16][C:15]([CH2:18][N:19]([C:30]2[CH:35]=[CH:34][CH:33]=[CH:32][CH:31]=2)[C:20](=[O:29])[C:21]#[C:22][C:23]2[CH:28]=[CH:27][CH:26]=[CH:25][CH:24]=2)=[N:14][CH:13]=1, predict the reaction product. The product is: [CH3:9][O:10][C:11](=[O:36])[C:12]1[CH:17]=[CH:16][C:15]([CH2:18][N:19]2[C:30]3[C:35](=[CH:34][CH:33]=[CH:32][CH:31]=3)/[C:21](=[C:22](\[C:5]3[CH:6]=[CH:7][C:2]([Cl:1])=[CH:3][CH:4]=3)/[C:23]3[CH:24]=[CH:25][CH:26]=[CH:27][CH:28]=3)/[C:20]2=[O:29])=[N:14][CH:13]=1. (8) Given the reactants [O:1]1CCOCC1.[O:7]1[C:12]2[CH:13]=[CH:14][C:15]([CH2:17][NH:18][CH:19]3[CH2:24][CH2:23][C:22]([CH2:27][CH2:28][N:29]4[C:38]5[C:33](=[CH:34][CH:35]=[C:36]([O:39][CH3:40])[CH:37]=5)[C:32]([CH3:41])=[CH:31][C:30]4=[O:42])([C:25]#[N:26])[CH2:21][CH2:20]3)=[CH:16][C:11]=2[O:10][CH2:9][CH2:8]1.[OH-].[K+].C(O)C, predict the reaction product. The product is: [O:7]1[C:12]2[CH:13]=[CH:14][C:15]([CH2:17][NH:18][CH:19]3[CH2:24][CH2:23][C:22]([CH2:27][CH2:28][N:29]4[C:38]5[C:33](=[CH:34][CH:35]=[C:36]([O:39][CH3:40])[CH:37]=5)[C:32]([CH3:41])=[CH:31][C:30]4=[O:42])([C:25]([NH2:26])=[O:1])[CH2:21][CH2:20]3)=[CH:16][C:11]=2[O:10][CH2:9][CH2:8]1. (9) Given the reactants [CH:1]([O:4][C:5]([N:7]1[CH2:12][CH2:11][N:10]([C:13]2[CH:18]=[CH:17][N:16]3[N:19]=[CH:20][C:21](Br)=[C:15]3[N:14]=2)[CH2:9][CH2:8]1)=[O:6])([CH3:3])[CH3:2].[CH3:23][O:24][C:25]1[C:30](B(O)O)=[CH:29][CH:28]=[CH:27][N:26]=1, predict the reaction product. The product is: [CH:1]([O:4][C:5]([N:7]1[CH2:12][CH2:11][N:10]([C:13]2[CH:18]=[CH:17][N:16]3[N:19]=[CH:20][C:21]([C:30]4[C:25]([O:24][CH3:23])=[N:26][CH:27]=[CH:28][CH:29]=4)=[C:15]3[N:14]=2)[CH2:9][CH2:8]1)=[O:6])([CH3:3])[CH3:2]. (10) Given the reactants C([O:4][CH2:5][C@@H:6]1[C@@H:11]([O:12]C(=O)C)[C@H:10]([O:16][C@@H:17]2[C@@H:22]([O:23]C(=O)C)[C@@H:21]([O:27]C(=O)C)[C@H:20]([O:31]C(=O)C)[C@@H:19]([CH2:35][O:36]C(=O)C)[O:18]2)[C@H:9]([OH:40])[C@@H:8]([C:41]2[CH:46]=[CH:45][CH:44]=[C:43]([O:47][CH3:48])[CH:42]=2)[O:7]1)(=O)C.C([O-])([O-])=O.[K+].[K+], predict the reaction product. The product is: [OH:12][C@H:11]1[C@H:10]([O:16][CH:17]2[CH:22]([OH:23])[CH:21]([OH:27])[CH:20]([OH:31])[CH:19]([CH2:35][OH:36])[O:18]2)[C@H:9]([OH:40])[C@@H:8]([C:41]2[CH:46]=[CH:45][CH:44]=[C:43]([O:47][CH3:48])[CH:42]=2)[O:7][C@@H:6]1[CH2:5][OH:4].